This data is from Forward reaction prediction with 1.9M reactions from USPTO patents (1976-2016). The task is: Predict the product of the given reaction. (1) Given the reactants [N+:1]([C:4]1[CH:9]=[CH:8][C:7]([N:10]2[C:15](=[O:16])[CH2:14][CH2:13][CH2:12][C:11]2=[O:17])=[CH:6][CH:5]=1)([O-])=O.[H][H], predict the reaction product. The product is: [NH2:1][C:4]1[CH:5]=[CH:6][C:7]([N:10]2[C:11](=[O:17])[CH2:12][CH2:13][CH2:14][C:15]2=[O:16])=[CH:8][CH:9]=1. (2) Given the reactants [CH2:1]([O:3][C:4]([C:6]1[N:10]2[N:11]=[C:12](Cl)[CH:13]=[CH:14][C:9]2=[N:8][CH:7]=1)=[O:5])[CH3:2].[CH:16]1[C:21]([CH2:22][NH2:23])=[CH:20][CH:19]=[C:18]([S:24]([NH2:27])(=[O:26])=[O:25])[CH:17]=1.Cl.C(N(C(C)C)CC)(C)C, predict the reaction product. The product is: [CH2:1]([O:3][C:4]([C:6]1[N:10]2[N:11]=[C:12]([NH:23][CH2:22][C:21]3[CH:16]=[CH:17][C:18]([S:24](=[O:26])(=[O:25])[NH2:27])=[CH:19][CH:20]=3)[CH:13]=[CH:14][C:9]2=[N:8][CH:7]=1)=[O:5])[CH3:2]. (3) Given the reactants [NH2:1][C:2]1[CH:3]=[C:4]([C:8]2[N:9]=[C:10]([NH2:20])[S:11][C:12]=2[C:13]2[CH:18]=[CH:17][N:16]=[C:15]([Cl:19])[N:14]=2)[CH:5]=[CH:6][CH:7]=1.[S:21]1[CH:25]=[CH:24][CH:23]=[C:22]1[CH2:26][C:27](Cl)=[O:28], predict the reaction product. The product is: [NH2:20][C:10]1[S:11][C:12]([C:13]2[CH:18]=[CH:17][N:16]=[C:15]([Cl:19])[N:14]=2)=[C:8]([C:4]2[CH:3]=[C:2]([NH:1][C:27](=[O:28])[CH2:26][C:22]3[S:21][CH:25]=[CH:24][CH:23]=3)[CH:7]=[CH:6][CH:5]=2)[N:9]=1. (4) Given the reactants CN1CCOCC1.[C:8]([O:12][C:13](=[O:31])[CH2:14][CH:15]1[C:21]2[CH:22]=[CH:23][CH:24]=[CH:25][C:20]=2[C:19](=[O:26])[N:18]([CH2:27][C:28]([OH:30])=O)[CH2:17][CH2:16]1)([CH3:11])([CH3:10])[CH3:9].[NH2:32][CH2:33][C:34]1[CH:39]=[CH:38][C:37]([NH:40][C:41]2[NH:45][C:44]3[CH:46]=[CH:47][CH:48]=[CH:49][C:43]=3[N:42]=2)=[CH:36][CH:35]=1.[B-](F)(F)(F)F.CCOC(C(C#N)=NOC(N(C)C)=[N+](C)C)=O, predict the reaction product. The product is: [NH:42]1[C:43]2[CH:49]=[CH:48][CH:47]=[CH:46][C:44]=2[N:45]=[C:41]1[NH:40][C:37]1[CH:38]=[CH:39][C:34]([CH2:33][NH:32][C:28](=[O:30])[CH2:27][N:18]2[CH2:17][CH2:16][CH:15]([CH2:14][C:13]([O:12][C:8]([CH3:9])([CH3:11])[CH3:10])=[O:31])[C:21]3[CH:22]=[CH:23][CH:24]=[CH:25][C:20]=3[C:19]2=[O:26])=[CH:35][CH:36]=1. (5) Given the reactants [F:1][C:2]1[CH:3]=[C:4]([CH:8]=[C:9]([F:12])[C:10]=1[F:11])[C:5]([OH:7])=O.Cl.C(N=C=NCCCN(C)C)C.ClCCl.[CH2:28]([NH:30][CH2:31][CH3:32])[CH3:29], predict the reaction product. The product is: [CH2:28]([N:30]([CH2:31][CH3:32])[C:5](=[O:7])[C:4]1[CH:8]=[C:9]([F:12])[C:10]([F:11])=[C:2]([F:1])[CH:3]=1)[CH3:29]. (6) Given the reactants CC1C=CC(S(O[CH2:12][C@H:13]([O:15]C2CCCCO2)[CH3:14])(=O)=O)=CC=1.CC1C=CC(S(OC[C@@H](OC2CCCCO2)C)(=O)=O)=CC=1.[F:43][C:44]1([F:88])[CH2:49][CH2:48][CH:47]([C:50]2[C:59]3[CH:58]([OH:60])[CH2:57][C:56]([CH3:62])([CH3:61])[CH2:55][C:54]=3[N:53]=[C:52]([CH:63]3[CH2:68][CH2:67][N:66]([C:69]4[N:74]=[CH:73][C:72]([OH:75])=[CH:71][N:70]=4)[CH2:65][CH2:64]3)[C:51]=2[CH:76]([F:87])[C:77]2[CH:82]=[CH:81][C:80]([C:83]([F:86])([F:85])[F:84])=[CH:79][CH:78]=2)[CH2:46][CH2:45]1, predict the reaction product. The product is: [F:88][C:44]1([F:43])[CH2:45][CH2:46][CH:47]([C:50]2[C:59]3[CH:58]([OH:60])[CH2:57][C:56]([CH3:61])([CH3:62])[CH2:55][C:54]=3[N:53]=[C:52]([CH:63]3[CH2:64][CH2:65][N:66]([C:69]4[N:74]=[CH:73][C:72]([O:75][CH2:12][C@H:13]([OH:15])[CH3:14])=[CH:71][N:70]=4)[CH2:67][CH2:68]3)[C:51]=2[CH:76]([F:87])[C:77]2[CH:78]=[CH:79][C:80]([C:83]([F:85])([F:84])[F:86])=[CH:81][CH:82]=2)[CH2:48][CH2:49]1. (7) Given the reactants [F:1][C:2]1[CH:30]=[CH:29][C:5]([CH2:6][C:7]2([CH2:18][NH:19][C@@H:20]3[CH2:22][C@H:21]3[C:23]3[CH:28]=[CH:27][CH:26]=[CH:25][CH:24]=3)[CH2:12][CH2:11][N:10]([CH2:13][CH2:14][C:15](O)=[O:16])[CH2:9][CH2:8]2)=[CH:4][CH:3]=1.F[P-](F)(F)(F)(F)F.[N:38]1(O[P+](N(C)C)(N(C)C)N(C)C)[C:42]2C=CC=CC=2N=N1.CN.C(N(CC)CC)C, predict the reaction product. The product is: [F:1][C:2]1[CH:3]=[CH:4][C:5]([CH2:6][C:7]2([CH2:18][NH:19][C@@H:20]3[CH2:22][C@H:21]3[C:23]3[CH:24]=[CH:25][CH:26]=[CH:27][CH:28]=3)[CH2:12][CH2:11][N:10]([CH2:13][CH2:14][C:15]([NH:38][CH3:42])=[O:16])[CH2:9][CH2:8]2)=[CH:29][CH:30]=1.